Dataset: Catalyst prediction with 721,799 reactions and 888 catalyst types from USPTO. Task: Predict which catalyst facilitates the given reaction. (1) Reactant: Br[C:2]1[CH:7]=[CH:6][C:5]([Br:8])=[CH:4][CH:3]=1.[NH:9]1[CH2:14][CH2:13][S:12](=[O:16])(=[O:15])[CH2:11][CH2:10]1.C1C=CC(P(C2C(C3C(P(C4C=CC=CC=4)C4C=CC=CC=4)=CC=C4C=3C=CC=C4)=C3C(C=CC=C3)=CC=2)C2C=CC=CC=2)=CC=1.C([O-])([O-])=O.[Cs+].[Cs+]. Product: [Br:8][C:5]1[CH:6]=[CH:7][C:2]([N:9]2[CH2:14][CH2:13][S:12](=[O:16])(=[O:15])[CH2:11][CH2:10]2)=[CH:3][CH:4]=1. The catalyst class is: 231. (2) The catalyst class is: 35. Product: [C:1]([O:5][C:6]([N:8]1[CH2:13][CH2:12][CH:11]([N:14]2[C:18]3=[N:19][CH:20]=[N:21][C:22]([O:33][C:31]4[CH:32]=[C:27]5[CH:26]=[CH:25][NH:24][C:28]5=[N:29][CH:30]=4)=[C:17]3[CH:16]=[N:15]2)[CH2:10][CH2:9]1)=[O:7])([CH3:4])([CH3:3])[CH3:2]. Reactant: [C:1]([O:5][C:6]([N:8]1[CH2:13][CH2:12][CH:11]([N:14]2[C:18]3=[N:19][CH:20]=[N:21][C:22](Cl)=[C:17]3[CH:16]=[N:15]2)[CH2:10][CH2:9]1)=[O:7])([CH3:4])([CH3:3])[CH3:2].[NH:24]1[C:28]2=[N:29][CH:30]=[C:31]([OH:33])[CH:32]=[C:27]2[CH:26]=[CH:25]1.C(=O)([O-])[O-].[K+].[K+].C(OCC)(=O)C.